From a dataset of Catalyst prediction with 721,799 reactions and 888 catalyst types from USPTO. Predict which catalyst facilitates the given reaction. (1) Reactant: [Si:1]([O:8][C:9]1([CH3:42])[C:13](=[O:14])[NH:12][C@H:11]([C:15]([N:17]([CH:25]([C:35]2[CH:40]=[CH:39][CH:38]=[CH:37][C:36]=2[Cl:41])[C:26]([NH:28][CH:29]2[CH2:32][C:31]([F:34])([F:33])[CH2:30]2)=[O:27])[C:18]2[CH:23]=[CH:22][CH:21]=[C:20]([F:24])[CH:19]=2)=[O:16])[CH2:10]1)([C:4]([CH3:7])([CH3:6])[CH3:5])([CH3:3])[CH3:2].Br[C:44]1[CH:45]=[C:46]([CH:49]=[CH:50][N:51]=1)[C:47]#[N:48].C([O-])([O-])=O.[Cs+].[Cs+]. Product: [Si:1]([O:8][C:9]1([CH3:42])[C:13](=[O:14])[N:12]([C:44]2[CH:45]=[C:46]([C:47]#[N:48])[CH:49]=[CH:50][N:51]=2)[C@H:11]([C:15]([N:17]([CH:25]([C:35]2[CH:40]=[CH:39][CH:38]=[CH:37][C:36]=2[Cl:41])[C:26]([NH:28][CH:29]2[CH2:32][C:31]([F:33])([F:34])[CH2:30]2)=[O:27])[C:18]2[CH:23]=[CH:22][CH:21]=[C:20]([F:24])[CH:19]=2)=[O:16])[CH2:10]1)([C:4]([CH3:7])([CH3:6])[CH3:5])([CH3:3])[CH3:2]. The catalyst class is: 102. (2) The catalyst class is: 2. Product: [CH2:27]([N:23]1[C:24]2[C:20](=[CH:19][C:18]([O:17][CH2:16][CH2:15][CH2:14][P:9](=[O:8])([OH:13])[OH:10])=[CH:26][CH:25]=2)[C:21]([CH2:35][C:36](=[O:38])[NH2:37])=[C:22]1[CH3:34])[C:28]1[CH:29]=[CH:30][CH:31]=[CH:32][CH:33]=1. Reactant: C[Si](I)(C)C.C([O:8][P:9]([CH2:14][CH2:15][CH2:16][O:17][C:18]1[CH:19]=[C:20]2[C:24](=[CH:25][CH:26]=1)[N:23]([CH2:27][C:28]1[CH:33]=[CH:32][CH:31]=[CH:30][CH:29]=1)[C:22]([CH3:34])=[C:21]2[CH2:35][C:36](=[O:38])[NH2:37])(=[O:13])[O:10]CC)C.CO.O.